From a dataset of Catalyst prediction with 721,799 reactions and 888 catalyst types from USPTO. Predict which catalyst facilitates the given reaction. Reactant: [CH2:1]([N:8]1[CH2:13][CH2:12][N:11]([C:14]2[CH:19]=[C:18]([Cl:20])[CH:17]=[CH:16][C:15]=2[N+:21]([O-])=O)[CH:10]([CH2:24][C:25](OC)=[O:26])[CH2:9]1)[C:2]1[CH:7]=[CH:6][CH:5]=[CH:4][CH:3]=1. The catalyst class is: 770. Product: [CH2:1]([N:8]1[CH2:13][CH2:12][N:11]2[C:14]3[CH:19]=[C:18]([Cl:20])[CH:17]=[CH:16][C:15]=3[NH:21][C:25](=[O:26])[CH2:24][CH:10]2[CH2:9]1)[C:2]1[CH:7]=[CH:6][CH:5]=[CH:4][CH:3]=1.